Predict the product of the given reaction. From a dataset of Forward reaction prediction with 1.9M reactions from USPTO patents (1976-2016). (1) Given the reactants [F:1][C:2]1[C:7]([C:8]([F:11])([F:10])[F:9])=[CH:6][CH:5]=[CH:4][C:3]=1[C:12]1[CH:17]=[CH:16][N:15]=[C:14]([C:18](=[N:20][OH:21])[NH2:19])[CH:13]=1.[C:22](N1C=CN=C1)(N1C=CN=C1)=[O:23].N12CCCN=C1CCCCC2.Cl, predict the reaction product. The product is: [F:1][C:2]1[C:7]([C:8]([F:9])([F:10])[F:11])=[CH:6][CH:5]=[CH:4][C:3]=1[C:12]1[CH:17]=[CH:16][N:15]=[C:14]([C:18]2[NH:20][O:21][C:22](=[O:23])[N:19]=2)[CH:13]=1. (2) Given the reactants [Cl:1][C:2]1[CH:3]=[C:4]([Mg]Br)[CH:5]=[CH:6][C:7]=1[Cl:8].O=[C:12]1[CH2:15][C:14]2([CH2:20][CH2:19][N:18](C(OC(C)(C)C)=O)[CH2:17][CH2:16]2)[CH2:13]1.Cl.FC(F)(F)OC1C=C(C2CC3(CCNCC3)C2)C=CC=1.Cl.C(OCC)C, predict the reaction product. The product is: [ClH:1].[Cl:1][C:2]1[CH:3]=[C:4]([CH:12]2[CH2:15][C:14]3([CH2:20][CH2:19][NH:18][CH2:17][CH2:16]3)[CH2:13]2)[CH:5]=[CH:6][C:7]=1[Cl:8]. (3) Given the reactants [CH:1]1[C:10]2[C:5](=[CH:6][CH:7]=[CH:8][CH:9]=2)[CH:4]=[CH:3][C:2]=1[S:11]([C:14]1(/[CH:17]=[CH:18]/[C:19]([O:21]C)=[O:20])[CH2:16][CH2:15]1)(=[O:13])=[O:12].Cl, predict the reaction product. The product is: [CH:1]1[C:10]2[C:5](=[CH:6][CH:7]=[CH:8][CH:9]=2)[CH:4]=[CH:3][C:2]=1[S:11]([C:14]1(/[CH:17]=[CH:18]/[C:19]([OH:21])=[O:20])[CH2:16][CH2:15]1)(=[O:13])=[O:12]. (4) Given the reactants [C:1]([O:5][C:6]([NH:8][C@@H:9]1[CH2:13][CH2:12][C@H:11]([C:14]([OH:16])=O)[CH2:10]1)=[O:7])([CH3:4])([CH3:3])[CH3:2].ClC(N(C)C)=C(C)C.[NH2:25][C:26]1[CH:31]=[C:30]([C:32]2[N:37]=[C:36]([NH:38][CH2:39][CH:40]3[CH2:45][CH2:44][O:43][CH2:42][CH2:41]3)[CH:35]=[N:34][CH:33]=2)[C:29]([Cl:46])=[CH:28][N:27]=1.N1C=CC=CC=1, predict the reaction product. The product is: [Cl:46][C:29]1[C:30]([C:32]2[CH:33]=[N:34][CH:35]=[C:36]([NH:38][CH2:39][CH:40]3[CH2:45][CH2:44][O:43][CH2:42][CH2:41]3)[N:37]=2)=[CH:31][C:26]([NH:25][C:14]([C@H:11]2[CH2:12][CH2:13][C@@H:9]([NH:8][C:6](=[O:7])[O:5][C:1]([CH3:2])([CH3:3])[CH3:4])[CH2:10]2)=[O:16])=[N:27][CH:28]=1. (5) The product is: [Cl:1][C:2]1[C:10]2[C:5](=[N:6][C:7]([CH3:13])=[C:8]([Cl:12])[C:9]=2[CH3:11])[S:4][C:3]=1[C:14]([OH:16])=[O:15]. Given the reactants [Cl:1][C:2]1[C:10]2[C:5](=[N:6][C:7]([CH3:13])=[C:8]([Cl:12])[C:9]=2[CH3:11])[S:4][C:3]=1[C:14]([O:16]C)=[O:15].[OH-].[K+].Cl, predict the reaction product. (6) Given the reactants [BH4-].[Na+].[CH2:3]([O:10][C:11]([NH:13][C@H:14]([C:22]1[CH:27]=[CH:26][C:25]([O:28][CH3:29])=[CH:24][CH:23]=1)[C@H:15]([OH:21])[C:16](OCC)=[O:17])=[O:12])[C:4]1[CH:9]=[CH:8][CH:7]=[CH:6][CH:5]=1, predict the reaction product. The product is: [OH:21][C@H:15]([CH2:16][OH:17])[C@H:14]([NH:13][C:11](=[O:12])[O:10][CH2:3][C:4]1[CH:9]=[CH:8][CH:7]=[CH:6][CH:5]=1)[C:22]1[CH:27]=[CH:26][C:25]([O:28][CH3:29])=[CH:24][CH:23]=1.